Dataset: Catalyst prediction with 721,799 reactions and 888 catalyst types from USPTO. Task: Predict which catalyst facilitates the given reaction. (1) Reactant: O.[NH2:2][NH2:3].[Br:4][C:5]1[N:9]([CH2:10][C:11]#[C:12][CH3:13])[C:8]([C:14]([O:16]CC)=O)=[C:7]([CH:19]=O)[N:6]=1.C(O)(=O)C. Product: [Br:4][C:5]1[N:9]([CH2:10][C:11]#[C:12][CH3:13])[C:8]2[C:14](=[O:16])[NH:3][N:2]=[CH:19][C:7]=2[N:6]=1. The catalyst class is: 8. (2) Reactant: [Cl:1][C:2]1[CH:7]=[CH:6][CH:5]=[C:4]([Cl:8])[C:3]=1[C:9]1[NH:10][C:11]2[CH:17]=[C:16]([C:18]#[N:19])[CH:15]=[CH:14][C:12]=2[N:13]=1.Cl.[OH:21][NH2:22].CCN(CC)CC. Product: [Cl:8][C:4]1[CH:5]=[CH:6][CH:7]=[C:2]([Cl:1])[C:3]=1[C:9]1[NH:10][C:11]2[CH:17]=[C:16]([C:18]([NH:22][OH:21])=[NH:19])[CH:15]=[CH:14][C:12]=2[N:13]=1. The catalyst class is: 14.